Dataset: Full USPTO retrosynthesis dataset with 1.9M reactions from patents (1976-2016). Task: Predict the reactants needed to synthesize the given product. (1) Given the product [OH:39][CH2:38][C:37]([NH:36][S:33]([C:29]1[CH:30]=[CH:31][CH:32]=[C:27]([C:2]#[C:1][C:3]2[CH:4]=[N:5][N:6]3[C:11]([C:12]([F:14])([F:13])[F:15])=[CH:10][C:9]([C:16]4[CH:21]=[CH:20][CH:19]=[C:18]([C:22]([F:25])([F:24])[F:23])[CH:17]=4)=[N:8][C:7]=23)[CH:28]=1)(=[O:35])=[O:34])([CH3:41])[CH3:40], predict the reactants needed to synthesize it. The reactants are: [C:1]([C:3]1[CH:4]=[N:5][N:6]2[C:11]([C:12]([F:15])([F:14])[F:13])=[CH:10][C:9]([C:16]3[CH:21]=[CH:20][CH:19]=[C:18]([C:22]([F:25])([F:24])[F:23])[CH:17]=3)=[N:8][C:7]=12)#[CH:2].Br[C:27]1[CH:28]=[C:29]([S:33]([NH:36][C:37]([CH3:41])([CH3:40])[CH2:38][OH:39])(=[O:35])=[O:34])[CH:30]=[CH:31][CH:32]=1. (2) Given the product [NH2:1][C:2]1[CH:7]=[C:6]([N:8]2[CH:12]=[C:11]([C:13]3[CH:18]=[CH:17][CH:16]=[CH:15][C:14]=3[Cl:19])[C:10]([C:20]([NH2:26])=[O:21])=[CH:9]2)[C:5]([CH3:23])=[CH:4][N:3]=1, predict the reactants needed to synthesize it. The reactants are: [NH2:1][C:2]1[CH:7]=[C:6]([N:8]2[CH:12]=[C:11]([C:13]3[CH:18]=[CH:17][CH:16]=[CH:15][C:14]=3[Cl:19])[C:10]([C:20](O)=[O:21])=[CH:9]2)[C:5]([CH3:23])=[CH:4][N:3]=1.N.C[N:26](C(ON1N=NC2C=CC=NC1=2)=[N+](C)C)C.F[P-](F)(F)(F)(F)F.CCN(C(C)C)C(C)C.